Dataset: Catalyst prediction with 721,799 reactions and 888 catalyst types from USPTO. Task: Predict which catalyst facilitates the given reaction. (1) Reactant: [C:1]([OH:22])(=[O:21])[CH2:2][CH2:3][CH2:4][CH2:5][CH2:6][CH2:7][CH2:8][CH2:9][CH2:10][CH2:11][CH2:12][CH2:13][CH2:14][CH2:15][CH2:16][CH2:17][C:18]([OH:20])=[O:19].[C:23](OC(O[C:23]([CH3:26])([CH3:25])[CH3:24])N(C)C)([CH3:26])([CH3:25])[CH3:24].CC(C)=O.C(Cl)Cl. Product: [C:23]([O:19][C:18](=[O:20])[CH2:17][CH2:16][CH2:15][CH2:14][CH2:13][CH2:12][CH2:11][CH2:10][CH2:9][CH2:8][CH2:7][CH2:6][CH2:5][CH2:4][CH2:3][CH2:2][C:1]([OH:22])=[O:21])([CH3:26])([CH3:25])[CH3:24]. The catalyst class is: 11. (2) Reactant: C1(P(C2C=CC=CC=2)C2C=CC=CC=2)C=CC=CC=1.BrN1C(=O)CCC1=O.[Br:28][C:29]1[CH:30]=[C:31]([CH:39]([CH2:43][CH:44]2[CH2:48][CH2:47][CH2:46][CH2:45]2)[C:40]([OH:42])=O)[CH:32]=[CH:33][C:34]=1[S:35]([CH3:38])(=[O:37])=[O:36].[NH2:49][C:50]1[CH:55]=[CH:54][C:53]([Br:56])=[CH:52][N:51]=1. Product: [Br:28][C:29]1[CH:30]=[C:31]([CH:39]([CH2:43][CH:44]2[CH2:48][CH2:47][CH2:46][CH2:45]2)[C:40]([NH:49][C:50]2[CH:55]=[CH:54][C:53]([Br:56])=[CH:52][N:51]=2)=[O:42])[CH:32]=[CH:33][C:34]=1[S:35]([CH3:38])(=[O:36])=[O:37]. The catalyst class is: 2.